Dataset: Reaction yield outcomes from USPTO patents with 853,638 reactions. Task: Predict the reaction yield, written as a fraction of the theoretical maximum amount of product (1.0 means a 100% yield; for example, 0.34 means a 34% yield). (1) The reactants are [CH:1]([C:3]1[CH:19]=[CH:18][C:6]([O:7][C:8]([CH3:17])([CH3:16])[C:9]([O:11][C:12]([CH3:15])([CH3:14])[CH3:13])=[O:10])=[CH:5][CH:4]=1)=O.[NH2:20][CH:21]([CH2:25][CH3:26])[C:22]([O-:24])=[O:23].[CH2:27](N(CC)CC)C.C(O[BH-](OC(=O)C)OC(=O)C)(=O)C.[Na+]. The catalyst is ClC(Cl)C. The product is [C:12]([O:11][C:9](=[O:10])[C:8]([CH3:17])([CH3:16])[O:7][C:6]1[CH:18]=[CH:19][C:3]([CH2:1][NH:20][CH:21]([CH2:25][CH3:26])[C:22]([O:24][CH3:27])=[O:23])=[CH:4][CH:5]=1)([CH3:15])([CH3:14])[CH3:13]. The yield is 0.890. (2) The reactants are [CH3:1][C:2]1[C:6]([C:7]2[CH:8]=[CH:9][C:10]([CH3:17])=[C:11]([S:13](Cl)(=[O:15])=[O:14])[CH:12]=2)=[C:5]([CH3:18])[O:4][N:3]=1.[CH2:19]([O:25][CH2:26][CH2:27][NH2:28])[CH2:20][O:21][CH2:22][CH2:23][NH2:24]. The catalyst is N1C=CC=CC=1. The product is [CH2:19]([O:25][CH2:26][CH2:27][NH:28][S:13]([C:11]1[CH:12]=[C:7]([C:6]2[C:2]([CH3:1])=[N:3][O:4][C:5]=2[CH3:18])[CH:8]=[CH:9][C:10]=1[CH3:17])(=[O:14])=[O:15])[CH2:20][O:21][CH2:22][CH2:23][NH:24][S:13]([C:11]1[CH:12]=[C:7]([C:6]2[C:2]([CH3:1])=[N:3][O:4][C:5]=2[CH3:18])[CH:8]=[CH:9][C:10]=1[CH3:17])(=[O:15])=[O:14]. The yield is 0.170. (3) The reactants are [C:1]([C:5]1[CH:10]=[CH:9][CH:8]=[CH:7][C:6]=1[C:11]1[C:19]2[C:14](=[CH:15][CH:16]=[CH:17][CH:18]=2)[N:13](S(C2C=CC=CC=2)(=O)=O)[CH:12]=1)([CH3:4])([CH3:3])[CH3:2].[F-].C([N+](CCCC)(CCCC)CCCC)CCC. The catalyst is O1CCCC1. The product is [C:1]([C:5]1[CH:10]=[CH:9][CH:8]=[CH:7][C:6]=1[C:11]1[C:19]2[C:14](=[CH:15][CH:16]=[CH:17][CH:18]=2)[NH:13][CH:12]=1)([CH3:4])([CH3:2])[CH3:3]. The yield is 0.260. (4) The reactants are Br[CH2:2][C:3]1[N:4]([C:15]2[CH:20]=[CH:19][CH:18]=[CH:17][C:16]=2[CH3:21])[C:5](=[O:14])[C:6]2[C:11]([CH:12]=1)=[CH:10][CH:9]=[CH:8][C:7]=2[CH3:13].[CH3:22][NH2:23]. No catalyst specified. The product is [CH3:13][C:7]1[CH:8]=[CH:9][CH:10]=[C:11]2[C:6]=1[C:5](=[O:14])[N:4]([C:15]1[CH:20]=[CH:19][CH:18]=[CH:17][C:16]=1[CH3:21])[C:3]([CH2:2][NH:23][CH3:22])=[CH:12]2. The yield is 0.860. (5) The reactants are Br[C:2]1[CH:3]=[N:4][C:5]([CH2:8][O:9][CH2:10][CH3:11])=[N:6][CH:7]=1.[F:12][C:13]1[CH:18]=[C:17]([C:19]([O:21][CH3:22])=[O:20])[C:16]([F:23])=[CH:15][C:14]=1[NH:24][S:25]([C:28]1[CH:33]=[CH:32][C:31](B(O)O)=[CH:30][CH:29]=1)(=[O:27])=[O:26].C(=O)([O-])[O-].[Na+].[Na+]. The catalyst is O1CCOCC1.O.C1C=CC(P(C2C=CC=CC=2)[C-]2C=CC=C2)=CC=1.C1C=CC(P(C2C=CC=CC=2)[C-]2C=CC=C2)=CC=1.Cl[Pd]Cl.[Fe+2]. The yield is 0.560. The product is [CH2:10]([O:9][CH2:8][C:5]1[N:4]=[CH:3][C:2]([C:31]2[CH:30]=[CH:29][C:28]([S:25]([NH:24][C:14]3[C:13]([F:12])=[CH:18][C:17]([C:19]([O:21][CH3:22])=[O:20])=[C:16]([F:23])[CH:15]=3)(=[O:27])=[O:26])=[CH:33][CH:32]=2)=[CH:7][N:6]=1)[CH3:11]. (6) The yield is 0.960. The product is [Cl:1][C:2]1[CH:3]=[C:4]([C:9]2([CH:15]([NH:17][S:18]([C:20]([CH3:21])([CH3:23])[CH3:22])=[O:19])[CH3:16])[CH2:14][CH2:13][CH2:12][CH2:11][CH2:10]2)[CH:5]=[CH:6][C:7]=1[Cl:8]. The reactants are [Cl:1][C:2]1[CH:3]=[C:4]([C:9]2([C:15](=[N:17][S:18]([C:20]([CH3:23])([CH3:22])[CH3:21])=[O:19])[CH3:16])[CH2:14][CH2:13][CH2:12][CH2:11][CH2:10]2)[CH:5]=[CH:6][C:7]=1[Cl:8]. The catalyst is C1COCC1. (7) The reactants are [CH2:1]([C:3]1[CH:11]=[CH:10][C:9]2[NH:8][C:7]3[CH2:12][CH2:13][N:14]([CH3:16])[CH2:15][C:6]=3[C:5]=2[CH:4]=1)[CH3:2].[OH-].[K+].[CH3:19][C:20]1[CH:25]=[CH:24][C:23]([CH:26]=[CH2:27])=[CH:22][N:21]=1. The catalyst is CN1CCCC1=O.O. The product is [CH2:1]([C:3]1[CH:11]=[CH:10][C:9]2[N:8]([CH2:27][CH2:26][C:23]3[CH:22]=[N:21][C:20]([CH3:19])=[CH:25][CH:24]=3)[C:7]3[CH2:12][CH2:13][N:14]([CH3:16])[CH2:15][C:6]=3[C:5]=2[CH:4]=1)[CH3:2]. The yield is 0.200. (8) The reactants are [NH2:1][C:2]1[C:3]([NH:11][CH:12]2[CH2:17][CH2:16][N:15]([C:18]([O:20][C:21]([CH3:24])([CH3:23])[CH3:22])=[O:19])[CH2:14][CH:13]2[F:25])=[C:4]2[S:10][CH:9]=[CH:8][C:5]2=[N:6][CH:7]=1.[OH:26][C@H:27]([CH3:31])[C:28](O)=[O:29].C(N(CC)C(C)C)(C)C.F[P-](F)(F)(F)(F)F.C[N+](C)=C(N(C)C)ON1C2N=CC=CC=2N=N1. The catalyst is C(Cl)Cl. The product is [F:25][CH:13]1[CH:12]([NH:11][C:3]2[C:2]([NH:1][C:28](=[O:29])[C@H:27]([OH:26])[CH3:31])=[CH:7][N:6]=[C:5]3[CH:8]=[CH:9][S:10][C:4]=23)[CH2:17][CH2:16][N:15]([C:18]([O:20][C:21]([CH3:22])([CH3:24])[CH3:23])=[O:19])[CH2:14]1. The yield is 0.620. (9) The reactants are [Br:1][C:2]1[CH:7]=[CH:6][C:5]([S:8][C:9]2[CH:14]=[CH:13][C:12]([NH:15][C:16](=[O:18])[CH3:17])=[CH:11][CH:10]=2)=[C:4]([N+:19]([O-])=O)[CH:3]=1.[Cl-].[NH4+].C1COCC1.O. The catalyst is CO.[Fe]. The product is [NH2:19][C:4]1[CH:3]=[C:2]([Br:1])[CH:7]=[CH:6][C:5]=1[S:8][C:9]1[CH:14]=[CH:13][C:12]([NH:15][C:16](=[O:18])[CH3:17])=[CH:11][CH:10]=1. The yield is 0.920.